This data is from Peptide-MHC class I binding affinity with 185,985 pairs from IEDB/IMGT. The task is: Regression. Given a peptide amino acid sequence and an MHC pseudo amino acid sequence, predict their binding affinity value. This is MHC class I binding data. (1) The peptide sequence is FNDPGPGTY. The MHC is HLA-A01:01 with pseudo-sequence HLA-A01:01. The binding affinity (normalized) is 0.395. (2) The peptide sequence is TEWPQLKVA. The MHC is HLA-A68:02 with pseudo-sequence HLA-A68:02. The binding affinity (normalized) is 0.0847. (3) The peptide sequence is VFFTFVLLL. The MHC is HLA-A24:02 with pseudo-sequence HLA-A24:02. The binding affinity (normalized) is 0.487. (4) The peptide sequence is LSAGVGAVA. The MHC is HLA-B15:01 with pseudo-sequence HLA-B15:01. The binding affinity (normalized) is 0.835. (5) The peptide sequence is LLQEKYGLI. The MHC is HLA-A02:50 with pseudo-sequence HLA-A02:50. The binding affinity (normalized) is 0.733. (6) The peptide sequence is KPKHLYVSM. The MHC is HLA-A02:11 with pseudo-sequence HLA-A02:11. The binding affinity (normalized) is 0.0847.